Dataset: Full USPTO retrosynthesis dataset with 1.9M reactions from patents (1976-2016). Task: Predict the reactants needed to synthesize the given product. The reactants are: Cl[C:2]1[N:3]=[C:4]([NH:18][CH3:19])[C:5]2[N:6]=[C:7]([NH:14][CH2:15][CH2:16][CH3:17])[N:8]=[C:9]([NH:12][CH3:13])[C:10]=2[N:11]=1.[CH3:20][O:21][CH2:22][CH2:23][NH:24][CH2:25][CH2:26][O:27][CH3:28]. Given the product [CH3:20][O:21][CH2:22][CH2:23][N:24]([CH2:25][CH2:26][O:27][CH3:28])[C:2]1[N:3]=[C:4]([NH:18][CH3:19])[C:5]2[N:6]=[C:7]([NH:14][CH2:15][CH2:16][CH3:17])[N:8]=[C:9]([NH:12][CH3:13])[C:10]=2[N:11]=1, predict the reactants needed to synthesize it.